Dataset: HIV replication inhibition screening data with 41,000+ compounds from the AIDS Antiviral Screen. Task: Binary Classification. Given a drug SMILES string, predict its activity (active/inactive) in a high-throughput screening assay against a specified biological target. (1) The molecule is COc1cc(C=CC(=O)OCC23CCC4(C(=O)O)CCC(C)C(C)C4C2=CCC2C4(C)CCC(O)C(C)(C)C4CCC23C)ccc1O. The result is 0 (inactive). (2) The compound is Cc1c(Cc2ccccc2)n(C(C)OCCN2C(=O)c3ccccc3C2=O)c(=O)[nH]c1=O. The result is 0 (inactive). (3) The molecule is N#CC(NC12CC3CC(CC(C3)C1)C2)c1ccc2c(c1)OCO2. The result is 0 (inactive).